From a dataset of Reaction yield outcomes from USPTO patents with 853,638 reactions. Predict the reaction yield, written as a fraction of the theoretical maximum amount of product (1.0 means a 100% yield; for example, 0.34 means a 34% yield). (1) The yield is 0.760. The catalyst is C(Cl)Cl. The product is [C:19]([O:18][C:16]([N:4]1[C:5]([C:7]2[CH:12]=[CH:11][CH:10]=[CH:9][C:8]=2[CH3:13])=[CH:6][C:2]([NH2:1])=[N:3]1)=[O:17])([CH3:22])([CH3:21])[CH3:20]. The reactants are [NH2:1][C:2]1[CH:6]=[C:5]([C:7]2[CH:12]=[CH:11][CH:10]=[CH:9][C:8]=2[CH3:13])[NH:4][N:3]=1.[OH-].[K+].[C:16](O[C:16]([O:18][C:19]([CH3:22])([CH3:21])[CH3:20])=[O:17])([O:18][C:19]([CH3:22])([CH3:21])[CH3:20])=[O:17]. (2) The reactants are [C:1]([C:4]1[CH:5]=[C:6](B(O)O)[CH:7]=[CH:8][CH:9]=1)(=[O:3])[CH3:2].[F-].[K+].Cl[C:16]1[CH:17]=[N:18][CH:19]=[CH:20][CH:21]=1. The catalyst is C([O-])(=O)C.[Pd+2].C([O-])(=O)C.C(P(C(C)(C)C)C1C=CC=CC=1C1C=CC=CC=1)(C)(C)C.C1COCC1. The product is [C:1]([C:4]1[CH:5]=[C:6]([C:16]2[CH:17]=[N:18][CH:19]=[CH:20][CH:21]=2)[CH:7]=[CH:8][CH:9]=1)(=[O:3])[CH3:2]. The yield is 0.920. (3) The product is [F:38][C:2]1([C:17]2[C:26]3[C:21](=[CH:22][CH:23]=[CH:24][CH:25]=3)[C:20](=[O:27])[NH:19][N:18]=2)[CH2:16][C:4]2([CH2:7][CH:6]([NH:8][C:9](=[O:15])[O:10][C:11]([CH3:14])([CH3:13])[CH3:12])[CH2:5]2)[CH2:3]1. The yield is 0.990. The catalyst is C(Cl)Cl. The reactants are O[C:2]1([C:17]2[C:26]3[C:21](=[CH:22][CH:23]=[CH:24][CH:25]=3)[C:20](=[O:27])[NH:19][N:18]=2)[CH2:16][C:4]2([CH2:7][CH:6]([NH:8][C:9](=[O:15])[O:10][C:11]([CH3:14])([CH3:13])[CH3:12])[CH2:5]2)[CH2:3]1.COCCN(S(F)(F)[F:38])CCOC. (4) The reactants are [Cl:1][C:2]1[N:7]=[C:6]([NH:8][NH:9][C:10](=[O:29])[C@H:11]([CH2:23][CH:24]2[CH2:28][CH2:27][CH2:26][CH2:25]2)[CH2:12][N:13]([O:16]C2CCCCO2)[CH:14]=[O:15])[C:5]([F:30])=[C:4]([N:31]([CH2:33][C:34]2[O:35][CH:36]=[CH:37][CH:38]=2)[CH3:32])[N:3]=1. The catalyst is C(O)(=O)C.O. The product is [Cl:1][C:2]1[N:7]=[C:6]([NH:8][NH:9][C:10](=[O:29])[C@H:11]([CH2:23][CH:24]2[CH2:25][CH2:26][CH2:27][CH2:28]2)[CH2:12][N:13]([OH:16])[CH:14]=[O:15])[C:5]([F:30])=[C:4]([N:31]([CH2:33][C:34]2[O:35][CH:36]=[CH:37][CH:38]=2)[CH3:32])[N:3]=1. The yield is 0.590. (5) The reactants are [CH3:1][C:2]1[O:6][N:5]=[C:4]([C:7]2[CH:12]=[CH:11][CH:10]=[CH:9][CH:8]=2)[C:3]=1[CH2:13][O:14][C:15]1[N:20]=[CH:19][C:18]([NH2:21])=[CH:17][CH:16]=1.C(N(CC)CC)C.[C:29](Cl)(=[O:31])[CH3:30]. The catalyst is C1COCC1. The product is [CH3:1][C:2]1[O:6][N:5]=[C:4]([C:7]2[CH:12]=[CH:11][CH:10]=[CH:9][CH:8]=2)[C:3]=1[CH2:13][O:14][C:15]1[N:20]=[CH:19][C:18]([NH:21][C:29](=[O:31])[CH3:30])=[CH:17][CH:16]=1. The yield is 0.840. (6) The catalyst is O1CCCC1. The product is [F:1][C:2]1[CH:7]=[C:6]([F:8])[CH:5]=[CH:4][C:3]=1[NH:9][S:20]([CH2:17][CH2:18][CH3:19])(=[O:22])=[O:21]. The yield is 0.280. The reactants are [F:1][C:2]1[CH:7]=[C:6]([F:8])[CH:5]=[CH:4][C:3]=1[NH2:9].C(N(CC)CC)C.[CH2:17]([S:20](Cl)(=[O:22])=[O:21])[CH2:18][CH3:19].Cl.